From a dataset of NCI-60 drug combinations with 297,098 pairs across 59 cell lines. Regression. Given two drug SMILES strings and cell line genomic features, predict the synergy score measuring deviation from expected non-interaction effect. (1) Drug 1: CC1=C(C(CCC1)(C)C)C=CC(=CC=CC(=CC(=O)O)C)C. Drug 2: COC1=C2C(=CC3=C1OC=C3)C=CC(=O)O2. Cell line: IGROV1. Synergy scores: CSS=-2.26, Synergy_ZIP=0.306, Synergy_Bliss=-0.676, Synergy_Loewe=-1.49, Synergy_HSA=-1.57. (2) Drug 1: CCCS(=O)(=O)NC1=C(C(=C(C=C1)F)C(=O)C2=CNC3=C2C=C(C=N3)C4=CC=C(C=C4)Cl)F. Drug 2: CC1=C2C(C(=O)C3(C(CC4C(C3C(C(C2(C)C)(CC1OC(=O)C(C(C5=CC=CC=C5)NC(=O)C6=CC=CC=C6)O)O)OC(=O)C7=CC=CC=C7)(CO4)OC(=O)C)O)C)OC(=O)C. Cell line: PC-3. Synergy scores: CSS=51.5, Synergy_ZIP=0.995, Synergy_Bliss=3.45, Synergy_Loewe=-61.9, Synergy_HSA=2.40. (3) Drug 1: CC1=CC2C(CCC3(C2CCC3(C(=O)C)OC(=O)C)C)C4(C1=CC(=O)CC4)C. Drug 2: CC1C(C(=O)NC(C(=O)N2CCCC2C(=O)N(CC(=O)N(C(C(=O)O1)C(C)C)C)C)C(C)C)NC(=O)C3=C4C(=C(C=C3)C)OC5=C(C(=O)C(=C(C5=N4)C(=O)NC6C(OC(=O)C(N(C(=O)CN(C(=O)C7CCCN7C(=O)C(NC6=O)C(C)C)C)C)C(C)C)C)N)C. Cell line: OVCAR-4. Synergy scores: CSS=0.427, Synergy_ZIP=6.13, Synergy_Bliss=10.7, Synergy_Loewe=10.2, Synergy_HSA=9.89. (4) Drug 1: CC1C(C(CC(O1)OC2CC(CC3=C2C(=C4C(=C3O)C(=O)C5=C(C4=O)C(=CC=C5)OC)O)(C(=O)CO)O)N)O.Cl. Drug 2: CN(C)C1=NC(=NC(=N1)N(C)C)N(C)C. Cell line: SW-620. Synergy scores: CSS=0.507, Synergy_ZIP=4.92, Synergy_Bliss=0.935, Synergy_Loewe=-0.0319, Synergy_HSA=0.268. (5) Drug 1: CC1=CC2C(CCC3(C2CCC3(C(=O)C)OC(=O)C)C)C4(C1=CC(=O)CC4)C. Drug 2: CN(CCCl)CCCl.Cl. Cell line: NCI-H522. Synergy scores: CSS=10.2, Synergy_ZIP=-5.79, Synergy_Bliss=-0.919, Synergy_Loewe=-16.2, Synergy_HSA=-1.80. (6) Drug 1: C1CC(C1)(C(=O)O)C(=O)O.[NH2-].[NH2-].[Pt+2]. Drug 2: CCCCC(=O)OCC(=O)C1(CC(C2=C(C1)C(=C3C(=C2O)C(=O)C4=C(C3=O)C=CC=C4OC)O)OC5CC(C(C(O5)C)O)NC(=O)C(F)(F)F)O. Cell line: OVCAR-4. Synergy scores: CSS=17.4, Synergy_ZIP=-9.07, Synergy_Bliss=-3.78, Synergy_Loewe=-17.6, Synergy_HSA=-4.48. (7) Synergy scores: CSS=-0.721, Synergy_ZIP=1.95, Synergy_Bliss=2.44, Synergy_Loewe=0.258, Synergy_HSA=-0.497. Cell line: SNB-19. Drug 1: CCCS(=O)(=O)NC1=C(C(=C(C=C1)F)C(=O)C2=CNC3=C2C=C(C=N3)C4=CC=C(C=C4)Cl)F. Drug 2: CCC(=C(C1=CC=CC=C1)C2=CC=C(C=C2)OCCN(C)C)C3=CC=CC=C3.C(C(=O)O)C(CC(=O)O)(C(=O)O)O. (8) Drug 1: CC1=C2C(C(=O)C3(C(CC4C(C3C(C(C2(C)C)(CC1OC(=O)C(C(C5=CC=CC=C5)NC(=O)C6=CC=CC=C6)O)O)OC(=O)C7=CC=CC=C7)(CO4)OC(=O)C)O)C)OC(=O)C. Drug 2: C1CN(CCN1C(=O)CCBr)C(=O)CCBr. Cell line: EKVX. Synergy scores: CSS=19.5, Synergy_ZIP=-5.25, Synergy_Bliss=-2.10, Synergy_Loewe=-35.3, Synergy_HSA=-1.79.